Task: Predict the product of the given reaction.. Dataset: Forward reaction prediction with 1.9M reactions from USPTO patents (1976-2016) (1) Given the reactants [C:1]([O:5][C:6]([N:8]1[CH2:13][CH2:12][C:11](=[C:14]([C:24]2[CH:29]=[CH:28][CH:27]=[CH:26][CH:25]=2)[C:15]2[O:16][C:17]([CH:20]3[CH2:23][NH:22][CH2:21]3)=[N:18][N:19]=2)[CH2:10][CH2:9]1)=[O:7])([CH3:4])([CH3:3])[CH3:2].C=O.[BH3-][C:33]#N.[Na+].O, predict the reaction product. The product is: [C:1]([O:5][C:6]([N:8]1[CH2:9][CH2:10][C:11](=[C:14]([C:24]2[CH:29]=[CH:28][CH:27]=[CH:26][CH:25]=2)[C:15]2[O:16][C:17]([CH:20]3[CH2:21][N:22]([CH3:33])[CH2:23]3)=[N:18][N:19]=2)[CH2:12][CH2:13]1)=[O:7])([CH3:4])([CH3:2])[CH3:3]. (2) Given the reactants [CH3:1][O:2][C:3](=[O:16])[CH:4]([C:9]1[CH:14]=[CH:13][CH:12]=[C:11]([Br:15])[CH:10]=1)[C:5]([O:7][CH3:8])=[O:6].[Na].[CH3:18]I, predict the reaction product. The product is: [CH3:8][O:7][C:5](=[O:6])[C:4]([C:9]1[CH:14]=[CH:13][CH:12]=[C:11]([Br:15])[CH:10]=1)([CH3:18])[C:3]([O:2][CH3:1])=[O:16]. (3) Given the reactants C([N:4]1[C:17]2[CH:16]=[CH:15][C:14]([N:18]([CH3:20])[CH3:19])=[CH:13][C:12]=2[S:11][C:10]2[C:5]1=[CH:6][CH:7]=[C:8]([N:21]([CH3:23])[CH3:22])[CH:9]=2)(=O)C.[CH2:24]([S:30]([OH:33])(=[O:32])=[O:31])[CH2:25][S:26]([OH:29])(=[O:28])=[O:27], predict the reaction product. The product is: [CH2:24]([S:30]([O-:33])(=[O:32])=[O:31])[CH2:25][S:26]([O-:29])(=[O:28])=[O:27].[CH3:19][NH+:18]([CH3:20])[C:14]1[CH:15]=[CH:16][C:17]2[NH:4][C:5]3[C:10]([S:11][C:12]=2[CH:13]=1)=[CH:9][C:8]([NH+:21]([CH3:23])[CH3:22])=[CH:7][CH:6]=3. (4) Given the reactants N[C:2]1[C:7]([N+:8]([O-:10])=[O:9])=[CH:6][CH:5]=[CH:4][C:3]=1[OH:11].N([O-])=O.[Na+].[ClH:16], predict the reaction product. The product is: [Cl:16][C:2]1[C:7]([N+:8]([O-:10])=[O:9])=[CH:6][CH:5]=[CH:4][C:3]=1[OH:11]. (5) Given the reactants BrC1SC2C(=NC=CC=2OC2C=CC([N+]([O-])=O)=CC=2)C=1.F[C:22]1[CH:44]=[C:43]([N+:45]([O-:47])=[O:46])[CH:42]=[CH:41][C:23]=1[O:24][C:25]1[CH:30]=[CH:29][N:28]=[C:27]2[CH:31]=[C:32]([C:34]3[CH:39]=[CH:38][C:37]([OH:40])=[CH:36][CH:35]=3)[S:33][C:26]=12, predict the reaction product. The product is: [N+:45]([C:43]1[CH:42]=[CH:41][C:23]([O:24][C:25]2[CH:30]=[CH:29][N:28]=[C:27]3[CH:31]=[C:32]([C:34]4[CH:39]=[CH:38][C:37]([OH:40])=[CH:36][CH:35]=4)[S:33][C:26]=23)=[CH:22][CH:44]=1)([O-:47])=[O:46]. (6) Given the reactants [CH3:1][N:2]1[C:6]2[CH:7]=[CH:8][C:9]([N:11]3[CH:16]=[C:15]([C:17]([O:19]CC)=[O:18])[C:14](=[O:22])[N:13]([CH:23]4[C:32]5[C:27](=[C:28]([C:33]([F:36])([F:35])[F:34])[CH:29]=[CH:30][CH:31]=5)[CH2:26][CH2:25][CH2:24]4)[C:12]3=[O:37])=[CH:10][C:5]=2[N:4]([CH3:38])[C:3]1=[O:39].Cl.C(O)(=O)C, predict the reaction product. The product is: [CH3:1][N:2]1[C:6]2[CH:7]=[CH:8][C:9]([N:11]3[CH:16]=[C:15]([C:17]([OH:19])=[O:18])[C:14](=[O:22])[N:13]([CH:23]4[C:32]5[C:27](=[C:28]([C:33]([F:36])([F:35])[F:34])[CH:29]=[CH:30][CH:31]=5)[CH2:26][CH2:25][CH2:24]4)[C:12]3=[O:37])=[CH:10][C:5]=2[N:4]([CH3:38])[C:3]1=[O:39]. (7) Given the reactants Br[C:2]1[CH:7]=[CH:6][CH:5]=[C:4]([N+:8]([O-:10])=[O:9])[C:3]=1[NH:11][C:12](=[O:14])[CH3:13].CC1(C)C(C)(C)OB([C:23]2[CH:28]=[CH:27][N:26]=[CH:25][CH:24]=2)O1.C([O-])([O-])=O.[Na+].[Na+].COCCOC, predict the reaction product. The product is: [N+:8]([C:4]1[CH:5]=[CH:6][CH:7]=[C:2]([C:23]2[CH:28]=[CH:27][N:26]=[CH:25][CH:24]=2)[C:3]=1[NH:11][C:12](=[O:14])[CH3:13])([O-:10])=[O:9]. (8) Given the reactants [N:1]([C:4]1[CH:12]=[C:11]2[N:7]([C:8]([CH3:14])([CH3:13])[CH2:9][CH2:10]2)[C:6](=[O:15])[CH:5]=1)=[N+]=[N-], predict the reaction product. The product is: [NH2:1][CH:4]1[CH2:12][CH:11]2[N:7]([C:8]([CH3:13])([CH3:14])[CH2:9][CH2:10]2)[C:6](=[O:15])[CH2:5]1.